Predict the product of the given reaction. From a dataset of Forward reaction prediction with 1.9M reactions from USPTO patents (1976-2016). (1) Given the reactants [CH3:1][O:2][C:3](=[O:39])[NH:4][C@@H:5]1[CH2:10][CH2:9][N:8]([C:11]2[CH:16]=[C:15]([C:17]#[N:18])[CH:14]=[C:13]([NH:19][C:20]3[N:25]=[C:24]([NH:26][CH2:27][CH3:28])[C:23]4=[N:29][CH:30]=[C:31]([C:32]#[N:33])[N:22]4[N:21]=3)[C:12]=2[Cl:34])[CH2:7][C@H:6]1[O:35][CH2:36]SC.C1C(=O)N(I)C(=O)C1.[P:48](=[O:52])([OH:51])([OH:50])[OH:49].[O-]S([O-])(=S)=O.[Na+:58].[Na+].C([O-])([O-])=O.[Na+].[Na+], predict the reaction product. The product is: [P:48]([O-:52])([O-:51])([O:50][CH2:36][O:35][C@H:6]1[C@H:5]([NH:4][C:3]([O:2][CH3:1])=[O:39])[CH2:10][CH2:9][N:8]([C:11]2[CH:16]=[C:15]([C:17]#[N:18])[CH:14]=[C:13]([NH:19][C:20]3[N:25]=[C:24]([NH:26][CH2:27][CH3:28])[C:23]4=[N:29][CH:30]=[C:31]([C:32]#[N:33])[N:22]4[N:21]=3)[C:12]=2[Cl:34])[CH2:7]1)=[O:49].[Na+:58].[Na+:58]. (2) Given the reactants Br[C:2]1[C:3](=[O:7])[CH2:4][CH2:5][CH:6]=1.[CH2:8]([NH2:15])[C:9]1[CH:14]=[CH:13][CH:12]=[CH:11][CH:10]=1, predict the reaction product. The product is: [CH2:8]([N:15]1[CH:2]2[CH:6]1[CH2:5][CH2:4][C:3]2=[O:7])[C:9]1[CH:14]=[CH:13][CH:12]=[CH:11][CH:10]=1.